Dataset: Full USPTO retrosynthesis dataset with 1.9M reactions from patents (1976-2016). Task: Predict the reactants needed to synthesize the given product. (1) Given the product [C:15]([O:14][C:12]([NH:11][C:9]1[O:10][C:4]2[C:5](=[N:6][CH:7]=[C:2]([C:26]3[C:25]([F:24])=[CH:30][CH:29]=[CH:28][C:27]=3[F:31])[CH:3]=2)[C:8]=1[C:19]([O:21][CH2:22][CH3:23])=[O:20])=[O:13])([CH3:18])([CH3:17])[CH3:16], predict the reactants needed to synthesize it. The reactants are: Br[C:2]1[CH:3]=[C:4]2[O:10][C:9]([NH:11][C:12]([O:14][C:15]([CH3:18])([CH3:17])[CH3:16])=[O:13])=[C:8]([C:19]([O:21][CH2:22][CH3:23])=[O:20])[C:5]2=[N:6][CH:7]=1.[F:24][C:25]1[CH:30]=[CH:29][CH:28]=[C:27]([F:31])[C:26]=1B(O)O.[O-]P([O-])([O-])=O.[K+].[K+].[K+]. (2) Given the product [F:1][C:2]([F:19])([CH3:21])[CH2:3][NH:4][C:5]1[CH:14]=[CH:13][C:12]2[C:7](=[CH:8][C:9]([C:15]([OH:17])=[O:16])=[CH:10][CH:11]=2)[N:6]=1, predict the reactants needed to synthesize it. The reactants are: [F:1][C:2]([F:19])(F)[CH2:3][NH:4][C:5]1[CH:14]=[CH:13][C:12]2[C:7](=[CH:8][C:9]([C:15]([OH:17])=[O:16])=[CH:10][CH:11]=2)[N:6]=1.F[CH:21](F)CN. (3) Given the product [C:1]([O:4][C:5]1[CH:13]=[CH:12][C:11]([Br:14])=[CH:10][C:6]=1[C:7]([NH:15][C:16]1[O:17][C:18]([CH2:23][CH3:24])=[C:19]([CH2:21][CH3:22])[N:20]=1)=[O:9])(=[O:3])[CH3:2], predict the reactants needed to synthesize it. The reactants are: [C:1]([O:4][C:5]1[CH:13]=[CH:12][C:11]([Br:14])=[CH:10][C:6]=1[C:7]([OH:9])=O)(=[O:3])[CH3:2].[NH2:15][C:16]1[O:17][C:18]([CH2:23][CH3:24])=[C:19]([CH2:21][CH3:22])[N:20]=1. (4) Given the product [CH3:4][N:5]([C:7]([NH:9][C:10]([NH2:12])=[NH:11])=[NH:8])[CH3:6].[C:15]([O-:1])(=[O:16])[CH3:17], predict the reactants needed to synthesize it. The reactants are: [OH2:1].[OH-].[Na+].[CH3:4][N:5]([C:7]([N:9]=[C:10]([NH2:12])[NH2:11])=[NH:8])[CH3:6].Cl.C[C:15]([CH3:17])=[O:16]. (5) Given the product [CH:5]1([C:9]([C:15]2[CH:16]=[CH:17][C:12]([O:18][CH3:19])=[CH:13][CH:14]=2)=[O:11])[CH2:6][CH2:7][CH2:8]1, predict the reactants needed to synthesize it. The reactants are: [Al+3].[Cl-].[Cl-].[Cl-].[CH:5]1([C:9]([OH:11])=O)[CH2:8][CH2:7][CH2:6]1.[C:12]1([O:18][CH3:19])[CH:17]=[CH:16][CH:15]=[CH:14][CH:13]=1. (6) Given the product [Cl:8][C:4]1[CH:5]=[N:6][CH:7]=[C:2]([O:18][CH:16]([C:12]2[CH:13]=[CH:14][CH:15]=[C:10]([F:9])[CH:11]=2)[CH3:17])[N:3]=1, predict the reactants needed to synthesize it. The reactants are: Cl[C:2]1[CH:7]=[N:6][CH:5]=[C:4]([Cl:8])[N:3]=1.[F:9][C:10]1[CH:11]=[C:12]([CH:16]([OH:18])[CH3:17])[CH:13]=[CH:14][CH:15]=1.[H-].[Na+].O. (7) Given the product [F:37][C:33]1[C:34]([O:1][C:2]2[CH:3]=[C:4]([CH:5]=[C:6]([O:8][C@@H:9]([CH3:13])[CH2:10][O:11][CH3:12])[CH:7]=2)[C:14]([NH:16][C:17]2[CH:21]=[CH:20][NH:19][N:18]=2)=[O:15])=[CH:35][C:30]2[O:43][CH2:44][CH2:45][CH2:41][S:38](=[O:40])(=[O:39])[C:31]=2[CH:32]=1, predict the reactants needed to synthesize it. The reactants are: [OH:1][C:2]1[CH:3]=[C:4]([C:14]([NH:16][C:17]2[CH:21]=[CH:20][N:19](C(OC(C)(C)C)=O)[N:18]=2)=[O:15])[CH:5]=[C:6]([O:8][C@@H:9]([CH3:13])[CH2:10][O:11][CH3:12])[CH:7]=1.F[C:30]1[CH:35]=[C:34](F)[C:33]([F:37])=[CH:32][C:31]=1[S:38]([CH:41]1[CH2:45][CH2:44][O:43]C1=O)(=[O:40])=[O:39].C(=O)([O-])[O-].[K+].[K+].O.